The task is: Predict the reactants needed to synthesize the given product.. This data is from Full USPTO retrosynthesis dataset with 1.9M reactions from patents (1976-2016). (1) Given the product [CH2:1]([C:3]1[CH2:4][CH:5]2[CH:8]([CH:9]=1)[C:7](=[C:12]([C:11]([O:18][CH3:19])=[O:17])[C:13]([O:15][CH3:16])=[O:14])[CH2:6]2)[CH3:2], predict the reactants needed to synthesize it. The reactants are: [CH2:1]([C:3]1[CH2:4][CH:5]2[CH:8]([CH:9]=1)[C:7](=O)[CH2:6]2)[CH3:2].[C:11]([O:18][CH3:19])(=[O:17])[CH2:12][C:13]([O:15][CH3:16])=[O:14].N1C=CC=CC=1. (2) Given the product [O:1]([C:8]1[CH:30]=[CH:29][C:11]([O:12][C:13]2[CH:18]=[CH:17][N:16]=[C:15]3[CH:19]=[C:20]([C:22]4[CH:23]=[C:24]([NH:25][C:38](=[O:41])[CH:39]=[CH2:40])[CH:26]=[CH:27][CH:28]=4)[O:21][C:14]=23)=[CH:10][CH:9]=1)[C:2]1[CH:3]=[CH:4][CH:5]=[CH:6][CH:7]=1, predict the reactants needed to synthesize it. The reactants are: [O:1]([C:8]1[CH:30]=[CH:29][C:11]([O:12][C:13]2[CH:18]=[CH:17][N:16]=[C:15]3[CH:19]=[C:20]([C:22]4[CH:23]=[C:24]([CH:26]=[CH:27][CH:28]=4)[NH2:25])[O:21][C:14]=23)=[CH:10][CH:9]=1)[C:2]1[CH:7]=[CH:6][CH:5]=[CH:4][CH:3]=1.C(N(CC)CC)C.[C:38](Cl)(=[O:41])[CH:39]=[CH2:40].